This data is from Full USPTO retrosynthesis dataset with 1.9M reactions from patents (1976-2016). The task is: Predict the reactants needed to synthesize the given product. (1) Given the product [CH2:30]([O:29][C:18]1[C:19]([CH:26]([CH3:28])[CH3:27])=[CH:20][C:21]([CH:23]([CH3:24])[CH3:25])=[CH:22][C:17]=1[C:16]1[C:10]2[CH:9]=[C:8]([C:6]([CH3:7])=[CH:5][C:4]([OH:35])=[O:3])[S:12][C:11]=2[CH:13]=[CH:14][C:15]=1[F:34])[CH2:31][CH2:32][CH3:33], predict the reactants needed to synthesize it. The reactants are: C([O:3][C:4](=[O:35])[CH:5]=[C:6]([C:8]1[S:12][C:11]2[CH:13]=[CH:14][C:15]([F:34])=[C:16]([C:17]3[CH:22]=[C:21]([CH:23]([CH3:25])[CH3:24])[CH:20]=[C:19]([CH:26]([CH3:28])[CH3:27])[C:18]=3[O:29][CH2:30][CH2:31][CH2:32][CH3:33])[C:10]=2[CH:9]=1)[CH3:7])C.C1COCC1.[Li+].[OH-]. (2) Given the product [C:21]([NH:29][C:4]1[CH:5]=[C:6](/[CH:11]=[CH:12]/[C:13]([N:23]=[N+:24]=[N-:25])=[O:15])[CH:7]=[CH:8][C:9]=1[CH3:10])(=[O:20])[CH3:22], predict the reactants needed to synthesize it. The reactants are: C([C:4]1[C:5](N)=[C:6](/[CH:11]=[CH:12]/[C:13]([OH:15])=O)[CH:7]=[CH:8][C:9]=1[CH3:10])(=O)C.ClC([O:20][CH2:21][CH3:22])=O.[N-:23]=[N+:24]=[N-:25].[Na+].C([N:29](CC)CC)C. (3) Given the product [Cl:63][C:58]1[CH:59]=[CH:60][CH:61]=[CH:62][C:57]=1[O:56][CH:53]1[CH2:52][CH2:51][N:50]([C:48](=[O:49])[CH2:47][NH:46][C:21]([C:19]2[CH:18]=[N:17][N:16]([C:10]3[CH:11]=[CH:12][CH:13]=[CH:14][CH:15]=3)[CH:20]=2)=[O:23])[CH2:55][CH2:54]1, predict the reactants needed to synthesize it. The reactants are: CCN(C(C)C)C(C)C.[C:10]1([N:16]2[CH:20]=[C:19]([C:21]([OH:23])=O)[CH:18]=[N:17]2)[CH:15]=[CH:14][CH:13]=[CH:12][CH:11]=1.C1C=CC2N(O)N=NC=2C=1.CCN=C=NCCCN(C)C.Cl.[NH2:46][CH2:47][C:48]([N:50]1[CH2:55][CH2:54][CH:53]([O:56][C:57]2[CH:62]=[CH:61][CH:60]=[CH:59][C:58]=2[Cl:63])[CH2:52][CH2:51]1)=[O:49]. (4) The reactants are: [OH-].[K+].[C:3]([C:6]1[N:11]=[C:10]([C:12]2[CH:17]=[CH:16][C:15]([C:18]3[CH:23]=[CH:22][C:21]([C:24](=[CH2:29])[C:25]([O:27]C)=[O:26])=[CH:20][C:19]=3[Cl:30])=[C:14]([F:31])[CH:13]=2)[C:9]([CH3:32])=[N:8][C:7]=1[CH3:33])(=[O:5])[NH2:4].C(O)(=O)CC(CC(O)=O)(C(O)=O)O.C(OCC)(=O)C. Given the product [C:3]([C:6]1[N:11]=[C:10]([C:12]2[CH:17]=[CH:16][C:15]([C:18]3[CH:23]=[CH:22][C:21]([C:24](=[CH2:29])[C:25]([OH:27])=[O:26])=[CH:20][C:19]=3[Cl:30])=[C:14]([F:31])[CH:13]=2)[C:9]([CH3:32])=[N:8][C:7]=1[CH3:33])(=[O:5])[NH2:4], predict the reactants needed to synthesize it. (5) Given the product [NH2:34][C:33]1[C:24]([C:22]([NH:21][C:16]2[CH:17]=[N:18][CH:19]=[CH:20][C:15]=2[N:11]2[CH2:12][CH2:13][CH2:14][C@H:9]([NH2:8])[CH2:10]2)=[O:23])=[N:25][C:26]2[C:31]([CH:32]=1)=[CH:30][CH:29]=[C:28]([CH:45]([F:54])[CH3:46])[CH:27]=2, predict the reactants needed to synthesize it. The reactants are: C(OC([NH:8][C@H:9]1[CH2:14][CH2:13][CH2:12][N:11]([C:15]2[CH:20]=[CH:19][N:18]=[CH:17][C:16]=2[NH:21][C:22]([C:24]2[C:33]([NH:34]C(=O)OCC3C=CC=CC=3)=[CH:32][C:31]3[C:26](=[CH:27][C:28]([CH:45](O)[CH3:46])=[CH:29][CH:30]=3)[N:25]=2)=[O:23])[CH2:10]1)=O)(C)(C)C.C(N(S(F)(F)[F:54])CC)C.C([O-])(O)=O.[Na+].Br.CC(O)=O. (6) Given the product [CH:16]1([CH2:15][O:11][C:3]2[CH:4]=[C:5]([CH:9]=[CH:10][C:2]=2[F:1])[C:6]([OH:8])=[O:7])[CH2:18][CH2:17]1, predict the reactants needed to synthesize it. The reactants are: [F:1][C:2]1[CH:10]=[CH:9][C:5]([C:6]([OH:8])=[O:7])=[CH:4][C:3]=1[OH:11].[I-].[K+].Br[CH2:15][CH:16]1[CH2:18][CH2:17]1.C(=O)([O-])[O-].[K+].[K+].[OH-].[Na+].Cl. (7) Given the product [O:6]1[CH2:11][CH2:10][O:9][C:8]2[CH:12]=[C:13]([C:16]([NH:18][C@@H:19]3[CH2:24][CH2:23][N:22]([C:25]([O:27][C:28]([CH3:31])([CH3:30])[CH3:29])=[O:26])[C@@H:21]([C:32]4[N:36]([CH2:37][CH2:38][O:39][S:2]([CH3:1])(=[O:4])=[O:3])[C:35]5[CH:40]=[CH:41][CH:42]=[CH:43][C:34]=5[N:33]=4)[CH2:20]3)=[O:17])[CH:14]=[CH:15][C:7]1=2, predict the reactants needed to synthesize it. The reactants are: [CH3:1][S:2](Cl)(=[O:4])=[O:3].[O:6]1[CH2:11][CH2:10][O:9][C:8]2[CH:12]=[C:13]([C:16]([NH:18][C@@H:19]3[CH2:24][CH2:23][N:22]([C:25]([O:27][C:28]([CH3:31])([CH3:30])[CH3:29])=[O:26])[C@@H:21]([C:32]4[N:36]([CH2:37][CH2:38][OH:39])[C:35]5[CH:40]=[CH:41][CH:42]=[CH:43][C:34]=5[N:33]=4)[CH2:20]3)=[O:17])[CH:14]=[CH:15][C:7]1=2.O.C(OCC)(=O)C. (8) Given the product [NH:6]1[C:7]2[C:12](=[CH:11][CH:10]=[CH:9][CH:8]=2)[C:4]([CH2:3][CH2:2][NH:1][C:17]2[C:16]3[N:20]=[CH:21][N:22]([C:15]=3[N:14]=[CH:13][N:18]=2)[C@@H:23]2[O:27][C@H:26]([CH2:28][OH:29])[C@@H:25]([OH:30])[C@H:24]2[OH:31])=[CH:5]1, predict the reactants needed to synthesize it. The reactants are: [NH2:1][CH2:2][CH2:3][C:4]1[C:12]2[C:7](=[CH:8][CH:9]=[CH:10][CH:11]=2)[NH:6][CH:5]=1.[CH:13]1[N:18]=[C:17](Cl)[C:16]2[N:20]=[CH:21][N:22]([C@@H:23]3[O:27][C@H:26]([CH2:28][OH:29])[C@@H:25]([OH:30])[C@H:24]3[OH:31])[C:15]=2[N:14]=1.C(N(CC)CC)C.